Dataset: Reaction yield outcomes from USPTO patents with 853,638 reactions. Task: Predict the reaction yield, written as a fraction of the theoretical maximum amount of product (1.0 means a 100% yield; for example, 0.34 means a 34% yield). (1) The reactants are [CH2:1]([O:3][C:4](=[O:25])[CH2:5][N:6]([CH2:19][C:20]([O:22][CH2:23][CH3:24])=[O:21])[C:7]1[CH:15]=[C:14]2[C:10]([C:11]([CH2:16][CH3:17])=[N:12][NH:13]2)=[CH:9][C:8]=1[CH3:18])[CH3:2].F[B-](F)(F)F.[CH3:31][O+](C)C. No catalyst specified. The product is [CH2:1]([O:3][C:4](=[O:25])[CH2:5][N:6]([CH2:19][C:20]([O:22][CH2:23][CH3:24])=[O:21])[C:7]1[C:8]([CH3:18])=[CH:9][C:10]2[C:14]([CH:15]=1)=[N:13][N:12]([CH3:31])[C:11]=2[CH2:16][CH3:17])[CH3:2]. The yield is 0.330. (2) The product is [Br:1][C:2]1[S:6][C:5]2=[CH:7][N:8]=[CH:9][N:4]2[CH:3]=1. The yield is 0.480. The reactants are [Br:1][C:2]1[S:6][C:5]2=[C:7](C(O)=O)[N:8]=[CH:9][N:4]2[CH:3]=1.[OH-].[Na+]. The catalyst is C(O)CO. (3) The reactants are Br[C:2]1[CH:7]=[CH:6][C:5]([F:8])=[CH:4][C:3]=1[N:9]1[CH:13]=[CH:12][N:11]=[N:10]1.[C:14]([Cu])#[N:15]. The catalyst is CN1C(=O)CCC1. The product is [F:8][C:5]1[CH:6]=[CH:7][C:2]([C:14]#[N:15])=[C:3]([N:9]2[CH:13]=[CH:12][N:11]=[N:10]2)[CH:4]=1. The yield is 0.610. (4) The reactants are C(N(CC)CC)C.[N:8]([C:11]1[CH:18]=[CH:17][C:14]([C:15]#[N:16])=[C:13]([C:19]([F:22])([F:21])[F:20])[CH:12]=1)=[C:9]=[S:10].[CH3:23][N:24]1[CH2:29][CH2:28][C:27]([NH:32][C:33]2[CH:38]=[CH:37][C:36]([CH3:39])=[CH:35][CH:34]=2)([C:30]#[N:31])[CH2:26][CH2:25]1.ClCCl.CC(C)=O. The catalyst is C1COCC1.CC(C)=O. The product is [NH:31]=[C:30]1[C:27]2([CH2:28][CH2:29][N:24]([CH3:23])[CH2:25][CH2:26]2)[N:32]([C:33]2[CH:34]=[CH:35][C:36]([CH3:39])=[CH:37][CH:38]=2)[C:9](=[S:10])[N:8]1[C:11]1[CH:18]=[CH:17][C:14]([C:15]#[N:16])=[C:13]([C:19]([F:20])([F:22])[F:21])[CH:12]=1. The yield is 0.260. (5) The reactants are [F:1][CH:2]([F:5])[CH2:3]Cl.[C:6]1(=[O:16])[NH:10][C:9](=[O:11])[C:8]2=[CH:12][CH:13]=[CH:14][CH:15]=[C:7]12.C(=O)([O-])[O-].[K+].[K+]. The catalyst is [Br-].C([N+](CCCC)(CCCC)CCCC)CCC.CN(C)C=O. The product is [F:1][CH:2]([F:5])[CH2:3][N:10]1[C:6](=[O:16])[C:7]2[C:8](=[CH:12][CH:13]=[CH:14][CH:15]=2)[C:9]1=[O:11]. The yield is 0.872.